Dataset: Reaction yield outcomes from USPTO patents with 853,638 reactions. Task: Predict the reaction yield, written as a fraction of the theoretical maximum amount of product (1.0 means a 100% yield; for example, 0.34 means a 34% yield). (1) The reactants are Cl.C[O:3][C:4](=[O:38])[C:5]1[CH:10]=[CH:9][C:8]([O:11][C:12]2[CH:17]=[CH:16][C:15]([CH2:18][C@H:19]([NH2:37])[C:20]3[N:21]([CH2:33][CH2:34][CH2:35][CH3:36])[CH:22]=[C:23]([C:25]4[CH:30]=[CH:29][C:28]([Cl:31])=[CH:27][C:26]=4[Cl:32])[N:24]=3)=[CH:14][CH:13]=2)=[CH:7][CH:6]=1.[N:39]1[CH:44]=[CH:43][N:42]=[CH:41][C:40]=1[C:45](O)=[O:46]. No catalyst specified. The product is [CH2:33]([N:21]1[CH:22]=[C:23]([C:25]2[CH:30]=[CH:29][C:28]([Cl:31])=[CH:27][C:26]=2[Cl:32])[N:24]=[C:20]1[C@@H:19]([NH:37][C:45]([C:40]1[CH:41]=[N:42][CH:43]=[CH:44][N:39]=1)=[O:46])[CH2:18][C:15]1[CH:16]=[CH:17][C:12]([O:11][C:8]2[CH:7]=[CH:6][C:5]([C:4]([OH:3])=[O:38])=[CH:10][CH:9]=2)=[CH:13][CH:14]=1)[CH2:34][CH2:35][CH3:36]. The yield is 0.510. (2) The reactants are [Br:1][C:2]1[CH:9]=[CH:8][C:5]([CH:6]=O)=[CH:4][CH:3]=1.[N+:10]([CH2:13][CH3:14])([O-:12])=[O:11].C([O-])(=O)C.[NH4+].S(=O)(=O)(O)O. The catalyst is C1(C)C=CC=CC=1. The product is [Br:1][C:2]1[CH:9]=[CH:8][C:5]([CH:6]=[C:13]([N+:10]([O-:12])=[O:11])[CH3:14])=[CH:4][CH:3]=1. The yield is 0.470. (3) The reactants are [Cl:1][C:2]1[CH:10]=[C:9]2[C:5]([C:6]([CH:11]=[O:12])=[CH:7][NH:8]2)=[CH:4][C:3]=1[C:13]1[CH:18]=[CH:17][CH:16]=[C:15]([O:19][CH3:20])[CH:14]=1.CC(=CC)C.Cl([O-])=[O:27].[Na+].P([O-])(O)(O)=O.[Na+]. The catalyst is C(#N)C.C(O)(C)(C)C.O. The product is [Cl:1][C:2]1[CH:10]=[C:9]2[C:5]([C:6]([C:11]([OH:27])=[O:12])=[CH:7][NH:8]2)=[CH:4][C:3]=1[C:13]1[CH:18]=[CH:17][CH:16]=[C:15]([O:19][CH3:20])[CH:14]=1. The yield is 0.380. (4) The reactants are [F:1][C:2]1[CH:7]=[CH:6][C:5]([CH2:8][CH2:9]O)=[CH:4][CH:3]=1.P(Br)(Br)[Br:12]. The catalyst is C1(C)C=CC=CC=1. The product is [F:1][C:2]1[CH:7]=[CH:6][C:5]([CH2:8][CH2:9][Br:12])=[CH:4][CH:3]=1. The yield is 0.310. (5) The catalyst is O1CCOCC1.C1COCC1.CN(C=O)C.CCOC(C)=O.[Zn]. The reactants are [Cl-].[NH4+].Cl[C:4]1[N:14]=[C:13]([CH3:15])[C:12]([C:16]#[N:17])=[CH:11][C:5]=1[C:6]([O:8][CH2:9][CH3:10])=[O:7]. The yield is 0.270. The product is [C:16]([C:12]1[C:13]([CH3:15])=[N:14][CH:4]=[C:5]([CH:11]=1)[C:6]([O:8][CH2:9][CH3:10])=[O:7])#[N:17]. (6) The reactants are [CH2:1]([O:8][C@@H:9]([CH3:20])[CH2:10][CH2:11][CH2:12][CH2:13][CH2:14][CH2:15][C@@H:16]([OH:19])[CH2:17][OH:18])[C:2]1[CH:7]=[CH:6][CH:5]=[CH:4][CH:3]=1.N1C=CC=CC=1.[C:27]1([CH3:37])[CH:32]=[CH:31][C:30]([S:33](Cl)(=[O:35])=[O:34])=[CH:29][CH:28]=1.C(OCC)C. The catalyst is CCCCCC.C(OCC)(=O)C. The product is [CH2:1]([O:8][C@@H:9]([CH3:20])[CH2:10][CH2:11][CH2:12][CH2:13][CH2:14][CH2:15][C@@H:16]([OH:19])[CH2:17][O:18][S:33]([C:30]1[CH:31]=[CH:32][C:27]([CH3:37])=[CH:28][CH:29]=1)(=[O:35])=[O:34])[C:2]1[CH:7]=[CH:6][CH:5]=[CH:4][CH:3]=1. The yield is 0.640. (7) The reactants are [Br:1][C:2]1[CH:3]=[CH:4][C:5]2[N:11]3[C:12]([CH3:15])=[N:13][N:14]=[C:10]3[C@H:9]([CH3:16])[CH2:8][NH:7][C:6]=2[CH:17]=1.I[C:19]1[CH:24]=[CH:23][C:22]([S:25]([CH3:28])(=[O:27])=[O:26])=[CH:21][CH:20]=1.C([O-])([O-])=O.[Cs+].[Cs+].C1(P(C2CCCCC2)C2C=CC=CC=2C2C(OC)=CC=CC=2OC)CCCCC1.N#N. The catalyst is CC1C=CC=CC=1.C1C=CC(/C=C/C(/C=C/C2C=CC=CC=2)=O)=CC=1.C1C=CC(/C=C/C(/C=C/C2C=CC=CC=2)=O)=CC=1.C1C=CC(/C=C/C(/C=C/C2C=CC=CC=2)=O)=CC=1.[Pd].[Pd]. The product is [Br:1][C:2]1[CH:3]=[CH:4][C:5]2[N:11]3[C:12]([CH3:15])=[N:13][N:14]=[C:10]3[C@H:9]([CH3:16])[CH2:8][N:7]([C:19]3[CH:24]=[CH:23][C:22]([S:25]([CH3:28])(=[O:27])=[O:26])=[CH:21][CH:20]=3)[C:6]=2[CH:17]=1. The yield is 0.390. (8) The reactants are [F:1][C:2]1[CH:3]=[CH:4][C:5]2[N:9]=[C:8]([C@@H:10]([NH2:12])[CH3:11])[N:7]([C:13]3[CH:14]=[N:15][CH:16]=[C:17]([F:19])[CH:18]=3)[C:6]=2[CH:20]=1.Cl[C:22]1[N:30]=[CH:29][N:28]=[C:27]2[C:23]=1[N:24]=[CH:25][N:26]2C1CCCCO1.CCN(C(C)C)C(C)C. The catalyst is C(O)CCC.CO. The product is [F:1][C:2]1[CH:3]=[CH:4][C:5]2[N:9]=[C:8]([C@@H:10]([NH:12][C:22]3[N:30]=[CH:29][N:28]=[C:27]4[C:23]=3[N:24]=[CH:25][NH:26]4)[CH3:11])[N:7]([C:13]3[CH:14]=[N:15][CH:16]=[C:17]([F:19])[CH:18]=3)[C:6]=2[CH:20]=1. The yield is 0.730. (9) The reactants are [I:1][C:2]1[C:10]2[C:5](=[CH:6][CH:7]=[C:8]([C:11]([OH:13])=O)[CH:9]=2)[N:4]([S:14]([C:17]2[CH:23]=[CH:22][C:20]([CH3:21])=[CH:19][CH:18]=2)(=[O:16])=[O:15])[CH:3]=1.[CH:24]1([C:27]([NH:29][NH2:30])=[O:28])[CH2:26][CH2:25]1.C(N(C(C)C)C(C)C)C.CN(C(ON1N=NC2C=CC=NC1=2)=[N+](C)C)C.F[P-](F)(F)(F)(F)F. The catalyst is C1COCC1.O. The product is [CH:24]1([C:27]([NH:29][NH:30][C:11]([C:8]2[CH:9]=[C:10]3[C:5](=[CH:6][CH:7]=2)[N:4]([S:14]([C:17]2[CH:18]=[CH:19][C:20]([CH3:21])=[CH:22][CH:23]=2)(=[O:16])=[O:15])[CH:3]=[C:2]3[I:1])=[O:13])=[O:28])[CH2:26][CH2:25]1. The yield is 0.490. (10) The reactants are [OH:1][C:2]1[CH:10]=[CH:9][C:8]([C:11]2[N:12]([C:27]([O:29][C:30]([CH3:33])([CH3:32])[CH3:31])=[O:28])[C:13]3[C:18]([CH:19]=2)=[CH:17][C:16]([CH2:20][N:21]2[CH2:26][CH2:25][CH2:24][CH2:23][CH2:22]2)=[CH:15][CH:14]=3)=[C:7]2[C:3]=1[CH2:4][NH:5][C:6]2=[O:34].C(N(CC)CC)C.[Cl:42][C:43]1[CH:44]=[C:45]([S:50](Cl)(=[O:52])=[O:51])[CH:46]=[CH:47][C:48]=1[F:49]. The yield is 0.170. The catalyst is C(#N)C. The product is [Cl:42][C:43]1[CH:44]=[C:45]([S:50]([O:1][C:2]2[CH:10]=[CH:9][C:8]([C:11]3[N:12]([C:27]([O:29][C:30]([CH3:31])([CH3:33])[CH3:32])=[O:28])[C:13]4[C:18]([CH:19]=3)=[CH:17][C:16]([CH2:20][N:21]3[CH2:26][CH2:25][CH2:24][CH2:23][CH2:22]3)=[CH:15][CH:14]=4)=[C:7]3[C:3]=2[CH2:4][NH:5][C:6]3=[O:34])(=[O:51])=[O:52])[CH:46]=[CH:47][C:48]=1[F:49].